From a dataset of Reaction yield outcomes from USPTO patents with 853,638 reactions. Predict the reaction yield, written as a fraction of the theoretical maximum amount of product (1.0 means a 100% yield; for example, 0.34 means a 34% yield). (1) The yield is 0.960. The product is [F:7][C:8]1[CH:16]=[CH:15][C:11]([CH2:12][OH:13])=[C:10]([OH:17])[CH:9]=1. The reactants are [H-].[Al+3].[Li+].[H-].[H-].[H-].[F:7][C:8]1[CH:16]=[CH:15][C:11]([C:12](O)=[O:13])=[C:10]([OH:17])[CH:9]=1. The catalyst is C1COCC1. (2) The reactants are [F:1][C:2]([F:11])([F:10])[C:3]1[CH:8]=[CH:7][C:6](I)=[CH:5][CH:4]=1.[NH2:12][C@@H:13]([C:17]([OH:19])=[O:18])[CH:14]([CH3:16])[CH3:15].C(=O)([O-])[O-].[K+].[K+]. The catalyst is [Cu]I.CC(N(C)C)=O. The product is [F:1][C:2]([F:11])([F:10])[C:3]1[CH:8]=[CH:7][C:6]([NH:12][C@@H:13]([C:17]([OH:19])=[O:18])[CH:14]([CH3:16])[CH3:15])=[CH:5][CH:4]=1. The yield is 0.460. (3) The reactants are [CH3:1][C:2]1[CH:7]=[CH:6][N:5]=[CH:4][C:3]=1[N:8]1[CH2:12][CH2:11][NH:10][C:9]1=[O:13].Br[C:15]1[S:16][CH:17]=[CH:18][N:19]=1.N[C@@H]1CCCC[C@H]1N.C(=O)([O-])[O-].[K+].[K+]. The catalyst is [Cu](I)I.O1CCOCC1. The product is [CH3:1][C:2]1[CH:7]=[CH:6][N:5]=[CH:4][C:3]=1[N:8]1[CH2:12][CH2:11][N:10]([C:15]2[S:16][CH:17]=[CH:18][N:19]=2)[C:9]1=[O:13]. The yield is 0.568. (4) The reactants are [CH3:1][C:2]([CH3:15])([CH3:14])[C:3]#[C:4][C:5]1[S:9][C:8]([C:10]([OH:12])=[O:11])=[C:7]([I:13])[CH:6]=1.[CH3:16]N(C=O)C.C(Cl)(=O)C(Cl)=O. The product is [CH3:16][O:11][C:10]([C:8]1[S:9][C:5]([C:4]#[C:3][C:2]([CH3:15])([CH3:14])[CH3:1])=[CH:6][C:7]=1[I:13])=[O:12]. The catalyst is ClCCl. The yield is 0.800.